Dataset: Forward reaction prediction with 1.9M reactions from USPTO patents (1976-2016). Task: Predict the product of the given reaction. Given the reactants [CH3:1]C(C)([O-])C.[K+].[CH3:7][O:8][CH2:9][C@@:10]12[C@@H:27]3[C@H:18]([C@H:19]4[C@@:23]([CH2:25][CH2:26]3)([CH3:24])[C:22](=O)[CH2:21][CH2:20]4)[CH2:17][CH2:16][C@H:15]1[CH2:14][C@H:13]([O:29][CH2:30][O:31][CH3:32])[CH2:12][CH2:11]2.C=P(C1C=CC=CC=1)(C1C=CC=CC=1)C1C=CC=CC=1.O, predict the reaction product. The product is: [CH3:7][O:8][CH2:9][C@@:10]12[C@@H:27]3[C@H:18]([C@H:19]4[C@@:23]([CH2:25][CH2:26]3)([CH3:24])[C:22](=[CH2:1])[CH2:21][CH2:20]4)[CH2:17][CH2:16][C@H:15]1[CH2:14][C@H:13]([O:29][CH2:30][O:31][CH3:32])[CH2:12][CH2:11]2.